Dataset: Full USPTO retrosynthesis dataset with 1.9M reactions from patents (1976-2016). Task: Predict the reactants needed to synthesize the given product. Given the product [Cl:1][CH2:2][CH:3]1[CH:17]([C:18]([O:20][CH2:21][CH3:22])=[O:19])[C:4]1([CH3:5])[C:6]1[CH:11]=[CH:10][CH:9]=[C:8]([N+:12]([O-:14])=[O:13])[CH:7]=1, predict the reactants needed to synthesize it. The reactants are: [Cl:1][CH2:2]/[CH:3]=[C:4](/[C:6]1[CH:11]=[CH:10][CH:9]=[C:8]([N+:12]([O-:14])=[O:13])[CH:7]=1)\[CH3:5].[N+](=[CH:17][C:18]([O:20][CH2:21][CH3:22])=[O:19])=[N-].